This data is from NCI-60 drug combinations with 297,098 pairs across 59 cell lines. The task is: Regression. Given two drug SMILES strings and cell line genomic features, predict the synergy score measuring deviation from expected non-interaction effect. (1) Drug 1: COC1=NC(=NC2=C1N=CN2C3C(C(C(O3)CO)O)O)N. Drug 2: CC1C(C(CC(O1)OC2CC(CC3=C2C(=C4C(=C3O)C(=O)C5=CC=CC=C5C4=O)O)(C(=O)C)O)N)O. Cell line: K-562. Synergy scores: CSS=26.2, Synergy_ZIP=-0.592, Synergy_Bliss=-2.89, Synergy_Loewe=-21.1, Synergy_HSA=-3.05. (2) Synergy scores: CSS=-5.92, Synergy_ZIP=4.00, Synergy_Bliss=4.13, Synergy_Loewe=-2.58, Synergy_HSA=-1.17. Drug 1: CNC(=O)C1=CC=CC=C1SC2=CC3=C(C=C2)C(=NN3)C=CC4=CC=CC=N4. Cell line: T-47D. Drug 2: C1CCC(C1)C(CC#N)N2C=C(C=N2)C3=C4C=CNC4=NC=N3. (3) Drug 1: C1=CC=C(C(=C1)C(C2=CC=C(C=C2)Cl)C(Cl)Cl)Cl. Drug 2: C1CCC(C(C1)N)N.C(=O)(C(=O)[O-])[O-].[Pt+4]. Cell line: K-562. Synergy scores: CSS=15.2, Synergy_ZIP=-0.357, Synergy_Bliss=-0.760, Synergy_Loewe=-36.7, Synergy_HSA=-1.43. (4) Synergy scores: CSS=13.7, Synergy_ZIP=-6.14, Synergy_Bliss=-3.54, Synergy_Loewe=-7.54, Synergy_HSA=-4.34. Cell line: M14. Drug 2: CC12CCC3C(C1CCC2OP(=O)(O)O)CCC4=C3C=CC(=C4)OC(=O)N(CCCl)CCCl.[Na+]. Drug 1: CC1OCC2C(O1)C(C(C(O2)OC3C4COC(=O)C4C(C5=CC6=C(C=C35)OCO6)C7=CC(=C(C(=C7)OC)O)OC)O)O. (5) Drug 1: CNC(=O)C1=CC=CC=C1SC2=CC3=C(C=C2)C(=NN3)C=CC4=CC=CC=N4. Drug 2: CC(C)NC(=O)C1=CC=C(C=C1)CNNC.Cl. Cell line: HCC-2998. Synergy scores: CSS=-1.93, Synergy_ZIP=-0.718, Synergy_Bliss=-4.44, Synergy_Loewe=-10.4, Synergy_HSA=-6.20. (6) Drug 1: C1=CC(=CC=C1CCC2=CNC3=C2C(=O)NC(=N3)N)C(=O)NC(CCC(=O)O)C(=O)O. Drug 2: CCN(CC)CCCC(C)NC1=C2C=C(C=CC2=NC3=C1C=CC(=C3)Cl)OC. Cell line: MDA-MB-435. Synergy scores: CSS=23.2, Synergy_ZIP=-7.16, Synergy_Bliss=-2.59, Synergy_Loewe=-25.6, Synergy_HSA=-0.888. (7) Synergy scores: CSS=40.1, Synergy_ZIP=0.176, Synergy_Bliss=-1.20, Synergy_Loewe=-8.97, Synergy_HSA=4.75. Cell line: MDA-MB-231. Drug 2: C1C(C(OC1N2C=C(C(=O)NC2=O)F)CO)O. Drug 1: C1=C(C(=O)NC(=O)N1)F. (8) Synergy scores: CSS=29.7, Synergy_ZIP=-10.1, Synergy_Bliss=-1.82, Synergy_Loewe=-26.8, Synergy_HSA=0.184. Cell line: NCI-H522. Drug 2: COC1=CC(=CC(=C1O)OC)C2C3C(COC3=O)C(C4=CC5=C(C=C24)OCO5)OC6C(C(C7C(O6)COC(O7)C8=CC=CS8)O)O. Drug 1: C1CC(=O)NC(=O)C1N2CC3=C(C2=O)C=CC=C3N.